Predict the reactants needed to synthesize the given product. From a dataset of Full USPTO retrosynthesis dataset with 1.9M reactions from patents (1976-2016). (1) The reactants are: [CH2:1](N(CC)CC)[CH3:2].Br[C:9]1[CH:20]=[CH:19][C:12]([C:13]([CH2:15][C:16](=[O:18])[CH3:17])=[O:14])=[CH:11][CH:10]=1.C=C.Cl. Given the product [CH:1]([C:9]1[CH:20]=[CH:19][C:12]([C:13]([CH2:15][C:16](=[O:18])[CH3:17])=[O:14])=[CH:11][CH:10]=1)=[CH2:2], predict the reactants needed to synthesize it. (2) The reactants are: C(OC([N:8]1[CH2:13][CH2:12][N:11]([C:14]([C:16]2[C:24]3[C:19](=[C:20]([Cl:25])[N:21]=[CH:22][CH:23]=3)[N:18]([C:26]3[CH:31]=[CH:30][CH:29]=[CH:28][CH:27]=3)[C:17]=2[O:32][C:33]2[CH:38]=[C:37]([F:39])[CH:36]=[CH:35][C:34]=2[CH3:40])=[O:15])[CH2:10][CH2:9]1)=O)(C)(C)C.Cl.Cl.Cl.ClC1N=CC=C2C(C(N3CCNCC3)=O)=C(OC3C=C(F)C=CC=3C)N(C3C=CC=CC=3)C=12. Given the product [Cl:25][C:20]1[N:21]=[CH:22][CH:23]=[C:24]2[C:16]([C:14]([N:11]3[CH2:12][CH2:13][NH:8][CH2:9][CH2:10]3)=[O:15])=[C:17]([O:32][C:33]3[CH:38]=[C:37]([F:39])[CH:36]=[CH:35][C:34]=3[CH3:40])[N:18]([C:26]3[CH:27]=[CH:28][CH:29]=[CH:30][CH:31]=3)[C:19]=12, predict the reactants needed to synthesize it. (3) Given the product [CH:1]1([C:4]2[N:8]([C:9]([O:11][C:12]([CH3:14])([CH3:13])[CH3:15])=[O:10])[C:7]3[CH:16]=[C:17]([C:29]4[C:30]([CH3:35])=[N:31][O:32][C:33]=4[CH3:34])[CH:18]=[C:19]([C:20]([CH:22]4[CH2:26][CH2:25][C:24]([CH3:27])([CH3:28])[O:23]4)=[O:21])[C:6]=3[N:5]=2)[CH2:2][CH2:3]1, predict the reactants needed to synthesize it. The reactants are: [CH:1]1([C:4]2[N:8]([C:9]([O:11][C:12]([CH3:15])([CH3:14])[CH3:13])=[O:10])[C:7]3[CH:16]=[C:17]([C:29]4[C:30]([CH3:35])=[N:31][O:32][C:33]=4[CH3:34])[CH:18]=[C:19]([CH:20]([CH:22]4[CH2:26][CH2:25][C:24]([CH3:28])([CH3:27])[O:23]4)[OH:21])[C:6]=3[N:5]=2)[CH2:3][CH2:2]1.CC(OI1(OC(C)=O)(OC(C)=O)OC(=O)C2C=CC=CC1=2)=O. (4) Given the product [Cl:14][C:12]1[CH:11]=[CH:10][C:9]([O:15][CH2:16][CH3:17])=[C:8]([C:6]2[N:5]=[C:4]([NH2:18])[N:3]=[C:2]([NH:28][C:25]3[CH:26]=[C:27]4[C:22]([CH:21]=[N:20][NH:19]4)=[CH:23][CH:24]=3)[CH:7]=2)[CH:13]=1, predict the reactants needed to synthesize it. The reactants are: Cl[C:2]1[CH:7]=[C:6]([C:8]2[CH:13]=[C:12]([Cl:14])[CH:11]=[CH:10][C:9]=2[O:15][CH2:16][CH3:17])[N:5]=[C:4]([NH2:18])[N:3]=1.[NH:19]1[C:27]2[C:22](=[CH:23][CH:24]=[C:25]([NH2:28])[CH:26]=2)[CH:21]=[N:20]1.